From a dataset of Full USPTO retrosynthesis dataset with 1.9M reactions from patents (1976-2016). Predict the reactants needed to synthesize the given product. Given the product [C:15]1([C@H:12]([O:16][C:17](=[O:32])[NH:18][C:19]2[N:20]([C:25]3[CH:26]=[CH:27][C:28]([C:6]4[CH:7]=[CH:8][C:3]([C:1]#[N:2])=[CH:4][CH:5]=4)=[CH:29][CH:30]=3)[N:21]=[N:22][C:23]=2[CH3:24])[CH3:14])[CH:37]=[CH:36][CH:35]=[CH:40][CH:39]=1, predict the reactants needed to synthesize it. The reactants are: [C:1]([C:3]1[CH:8]=[CH:7][C:6](B(O)O)=[CH:5][CH:4]=1)#[N:2].[C:12]([O:16][C:17](=[O:32])[NH:18][C:19]1[N:20]([C:25]2[CH:30]=[CH:29][C:28](Br)=[CH:27][CH:26]=2)[N:21]=[N:22][C:23]=1[CH3:24])([CH3:15])([CH3:14])C.CO[C:35]1[CH:36]=[CH:37]C=[C:39](OC)[C:40]=1[C:35]1[CH:40]=[CH:39]C=[CH:37][C:36]=1P(C1CCCCC1)C1CCCCC1.P([O-])([O-])([O-])=O.[K+].[K+].[K+].